From a dataset of Forward reaction prediction with 1.9M reactions from USPTO patents (1976-2016). Predict the product of the given reaction. Given the reactants [CH3:1][N:2]1[CH2:7][CH2:6][CH:5]([C:8]2[C:17]3[C:12](=[CH:13][CH:14]=[CH:15][CH:16]=3)[NH:11][C:10](=O)[N:9]=2)[CH2:4][CH2:3]1.P(Cl)(Cl)(Cl)=O.[NH2:24][C:25]1[CH:33]=[CH:32][C:28]([C:29]([OH:31])=O)=[CH:27][CH:26]=1.C(N(CC)CC)C.CN(C(ON1N=NC2C=CC=NC1=2)=[N+](C)C)C.F[P-](F)(F)(F)(F)F.CCN(C(C)C)C(C)C.[CH3:74][C:75]1[CH:81]=[CH:80][CH:79]=[C:78]([CH3:82])[C:76]=1[NH2:77], predict the reaction product. The product is: [CH3:74][C:75]1[CH:81]=[CH:80][CH:79]=[C:78]([CH3:82])[C:76]=1[NH:77][C:29](=[O:31])[C:28]1[CH:27]=[CH:26][C:25]([NH:24][C:10]2[N:9]=[C:8]([CH:5]3[CH2:6][CH2:7][N:2]([CH3:1])[CH2:3][CH2:4]3)[C:17]3[C:12](=[CH:13][CH:14]=[CH:15][CH:16]=3)[N:11]=2)=[CH:33][CH:32]=1.